This data is from Acute oral toxicity (LD50) regression data from Zhu et al.. The task is: Regression/Classification. Given a drug SMILES string, predict its toxicity properties. Task type varies by dataset: regression for continuous values (e.g., LD50, hERG inhibition percentage) or binary classification for toxic/non-toxic outcomes (e.g., AMES mutagenicity, cardiotoxicity, hepatotoxicity). Dataset: ld50_zhu. (1) The molecule is CC12CCC(C(Br)C1=O)C2(C)C. The rat oral LD50 is 1.72, given as -log10 of the dose in mol/kg body weight (higher means more acutely toxic). (2) The compound is CC(C)(O)CCCC1=CCC(C=O)CC1. The rat oral LD50 is 1.81, given as -log10 of the dose in mol/kg body weight (higher means more acutely toxic). (3) The drug is CCO[Si](C)(OCC)OCC. The rat oral LD50 is 1.05, given as -log10 of the dose in mol/kg body weight (higher means more acutely toxic). (4) The molecule is CCN(CC)CCNC(=O)c1ccc(N)cc1. The rat oral LD50 is 2.08, given as -log10 of the dose in mol/kg body weight (higher means more acutely toxic). (5) The compound is CCCCCCC(C)I. The rat oral LD50 is 1.47, given as -log10 of the dose in mol/kg body weight (higher means more acutely toxic). (6) The compound is CC(=O)CCc1c(OC(=O)c2ccccc2)n(-c2ccccc2)n(-c2ccccc2)c1=O. The rat oral LD50 is 2.27, given as -log10 of the dose in mol/kg body weight (higher means more acutely toxic). (7) The drug is CO[N+](=O)[O-]. The rat oral LD50 is 2.35, given as -log10 of the dose in mol/kg body weight (higher means more acutely toxic). (8) The compound is CCN(CC)C(=O)CSc1ccc(Cl)nn1. The rat oral LD50 is 2.22, given as -log10 of the dose in mol/kg body weight (higher means more acutely toxic).